Dataset: Peptide-MHC class II binding affinity with 134,281 pairs from IEDB. Task: Regression. Given a peptide amino acid sequence and an MHC pseudo amino acid sequence, predict their binding affinity value. This is MHC class II binding data. (1) The binding affinity (normalized) is 0.387. The MHC is DRB1_1302 with pseudo-sequence DRB1_1302. The peptide sequence is VDIINRWQVVAPQLP. (2) The peptide sequence is GELQIVDKIFAAFKI. The MHC is DRB1_0401 with pseudo-sequence DRB1_0401. The binding affinity (normalized) is 0.397. (3) The peptide sequence is AAFTAGTTVYGAFAA. The MHC is HLA-DQA10102-DQB10602 with pseudo-sequence HLA-DQA10102-DQB10602. The binding affinity (normalized) is 0.924.